From a dataset of Forward reaction prediction with 1.9M reactions from USPTO patents (1976-2016). Predict the product of the given reaction. (1) Given the reactants [CH2:1]([N:8]1[CH:12]=[C:11]([C:13]([O:15]CC)=[O:14])[C:10]([O:18][CH2:19][C:20]2[CH:25]=[CH:24][C:23]([O:26][CH2:27][C:28]3[N:29]=[C:30]([C:34]4[CH:39]=[CH:38][CH:37]=[CH:36][CH:35]=4)[O:31][C:32]=3[CH3:33])=[C:22]([O:40][CH3:41])[CH:21]=2)=[N:9]1)[C:2]1[CH:7]=[CH:6][CH:5]=[CH:4][CH:3]=1.O1CCCC1.[OH-].[Na+].Cl, predict the reaction product. The product is: [CH2:1]([N:8]1[CH:12]=[C:11]([C:13]([OH:15])=[O:14])[C:10]([O:18][CH2:19][C:20]2[CH:25]=[CH:24][C:23]([O:26][CH2:27][C:28]3[N:29]=[C:30]([C:34]4[CH:39]=[CH:38][CH:37]=[CH:36][CH:35]=4)[O:31][C:32]=3[CH3:33])=[C:22]([O:40][CH3:41])[CH:21]=2)=[N:9]1)[C:2]1[CH:7]=[CH:6][CH:5]=[CH:4][CH:3]=1. (2) Given the reactants [Cl:1][C:2]1[CH:3]=[C:4]2[C:8](=[CH:9][CH:10]=1)[N:7]([CH2:11][C:12]1[CH:17]=[CH:16][C:15]([C:18]([O:20]C)=[O:19])=[CH:14][CH:13]=1)[CH:6]=[C:5]2[C:22](=[O:29])[CH:23]=[C:24]([OH:28])[C:25]([OH:27])=[O:26].[Li+].[OH-], predict the reaction product. The product is: [C:18]([C:15]1[CH:14]=[CH:13][C:12]([CH2:11][N:7]2[C:8]3[C:4](=[CH:3][C:2]([Cl:1])=[CH:10][CH:9]=3)[C:5]([C:22](=[O:29])[CH:23]=[C:24]([OH:28])[C:25]([OH:27])=[O:26])=[CH:6]2)=[CH:17][CH:16]=1)([OH:20])=[O:19]. (3) Given the reactants C([O:5][C:6](=[O:44])[CH2:7][CH2:8][CH:9]1[N:14]([C:15]([NH:17][S:18]([C:21]2[CH:26]=[CH:25][CH:24]=[CH:23][CH:22]=2)(=[O:20])=[O:19])=[O:16])[CH2:13][CH2:12][N:11]([C:27]2[C:37]([C:38]#[N:39])=[CH:36][C:30]([C:31]([O:33][CH2:34][CH3:35])=[O:32])=[C:29]([C:40]([F:43])([F:42])[F:41])[N:28]=2)[CH2:10]1)(C)(C)C.FC(F)(F)C(O)=O, predict the reaction product. The product is: [C:38]([C:37]1[C:27]([N:11]2[CH2:12][CH2:13][N:14]([C:15]([NH:17][S:18]([C:21]3[CH:26]=[CH:25][CH:24]=[CH:23][CH:22]=3)(=[O:19])=[O:20])=[O:16])[CH:9]([CH2:8][CH2:7][C:6]([OH:44])=[O:5])[CH2:10]2)=[N:28][C:29]([C:40]([F:41])([F:43])[F:42])=[C:30]([C:31]([O:33][CH2:34][CH3:35])=[O:32])[CH:36]=1)#[N:39]. (4) Given the reactants [F:1][C:2]1[CH:3]=[C:4]([N:9]2[CH2:13][C@H:12]([CH2:14][OH:15])[O:11][C:10]2=[O:16])[CH:5]=[CH:6][C:7]=1[I:8].S(=O)(=O)(O)O.[CH:22]([OH:25])(C)C, predict the reaction product. The product is: [F:1][C:2]1[CH:3]=[C:4]([N:9]2[CH2:13][C@H:12]([C:14]([O:25][CH3:22])=[O:15])[O:11][C:10]2=[O:16])[CH:5]=[CH:6][C:7]=1[I:8].